This data is from Forward reaction prediction with 1.9M reactions from USPTO patents (1976-2016). The task is: Predict the product of the given reaction. (1) Given the reactants [Cl:1][C:2]1[CH:7]=[CH:6][C:5]([NH2:8])=[C:4]([C:9]2[NH:10][N:11]=[C:12]([CH2:14][O:15][CH3:16])[N:13]=2)[CH:3]=1.[Cl:17][CH2:18][C:19](Cl)=[O:20].O, predict the reaction product. The product is: [Cl:17][CH2:18][C:19]([NH:8][C:5]1[CH:6]=[CH:7][C:2]([Cl:1])=[CH:3][C:4]=1[C:9]1[NH:10][N:11]=[C:12]([CH2:14][O:15][CH3:16])[N:13]=1)=[O:20]. (2) Given the reactants [C:1]([N:5]1[C:9]([C:10]([F:13])([F:12])[F:11])=[C:8]([NH:14][C:15]([NH:17][C:18]2[CH:23]=[C:22]([C:24]3[C:35](=[O:36])[N:34]([CH3:37])[C:27]4[N:28]=[C:29](SC)[N:30]=[CH:31][C:26]=4[CH:25]=3)[C:21]([CH3:38])=[CH:20][C:19]=2[F:39])=[O:16])[CH:7]=[N:6]1)([CH3:4])([CH3:3])[CH3:2].C1C=C(Cl)C=C(C(OO)=O)C=1.[CH3:51][NH2:52], predict the reaction product. The product is: [C:1]([N:5]1[C:9]([C:10]([F:13])([F:12])[F:11])=[C:8]([NH:14][C:15]([NH:17][C:18]2[CH:23]=[C:22]([C:24]3[C:35](=[O:36])[N:34]([CH3:37])[C:27]4[N:28]=[C:29]([NH:52][CH3:51])[N:30]=[CH:31][C:26]=4[CH:25]=3)[C:21]([CH3:38])=[CH:20][C:19]=2[F:39])=[O:16])[CH:7]=[N:6]1)([CH3:4])([CH3:3])[CH3:2]. (3) The product is: [Cl:21][C:10]1[N:9]2[C:5](=[N:6][C:7]3[CH:15]=[CH:14][CH:13]=[CH:12][C:8]=32)[C:4]([C:16]#[N:17])=[C:3]([CH3:18])[C:2]=1[F:1]. Given the reactants [F:1][C:2]1[C:10](=O)[N:9]2[C:5]([NH:6][C:7]3[CH:15]=[CH:14][CH:13]=[CH:12][C:8]=32)=[C:4]([C:16]#[N:17])[C:3]=1[CH3:18].P(Cl)(Cl)([Cl:21])=O, predict the reaction product. (4) Given the reactants FC(F)(F)C(O)=O.[N:8]1([C:14]2[N:19]3[N:20]=[C:21]([C:23]4[CH:28]=[CH:27][CH:26]=[CH:25][CH:24]=4)[CH:22]=[C:18]3[N:17]=[C:16]([NH:29][NH2:30])[CH:15]=2)[CH2:13][CH2:12][O:11][CH2:10][CH2:9]1.[C:31]([C:33]1[CH:34]=[C:35]([CH:38]=[CH:39][CH:40]=1)[CH:36]=O)#[N:32], predict the reaction product. The product is: [C:31]([C:33]1[CH:34]=[C:35]([CH:38]=[CH:39][CH:40]=1)[CH:36]=[N:30][NH:29][C:16]1[CH:15]=[C:14]([N:8]2[CH2:13][CH2:12][O:11][CH2:10][CH2:9]2)[N:19]2[N:20]=[C:21]([C:23]3[CH:28]=[CH:27][CH:26]=[CH:25][CH:24]=3)[CH:22]=[C:18]2[N:17]=1)#[N:32]. (5) Given the reactants [F:1][C:2]1[C:7]2[N:8]=[CH:9][O:10][C:6]=2[C:5]2[NH:11][C:12](=[O:22])[N:13]([C:14]3[CH:19]=[CH:18][C:17]([I:20])=[CH:16][C:15]=3[F:21])[C:4]=2[C:3]=1[F:23].[CH2:24]([C:27]1([S:30](Cl)(=[O:32])=[O:31])[CH2:29][CH2:28]1)[CH:25]=[CH2:26], predict the reaction product. The product is: [CH2:24]([C:27]1([S:30]([N:11]2[C:5]3[C:6]4[O:10][CH:9]=[N:8][C:7]=4[C:2]([F:1])=[C:3]([F:23])[C:4]=3[N:13]([C:14]3[CH:19]=[CH:18][C:17]([I:20])=[CH:16][C:15]=3[F:21])[C:12]2=[O:22])(=[O:32])=[O:31])[CH2:29][CH2:28]1)[CH:25]=[CH2:26]. (6) Given the reactants [CH3:1][O:2][CH2:3][C@H:4]([CH3:31])[O:5][C:6]1[CH:7]=[C:8]([C:23]2[NH:27][C:26]([C:28]([OH:30])=O)=[CH:25][CH:24]=2)[CH:9]=[C:10]([O:12][C:13]2[CH:18]=[CH:17][C:16]([S:19]([CH3:22])(=[O:21])=[O:20])=[CH:15][CH:14]=2)[CH:11]=1.[NH2:32][CH2:33][C:34]([CH3:37])([OH:36])[CH3:35].CCN=C=NCCCN(C)C.Cl.Cl, predict the reaction product. The product is: [OH:36][C:34]([CH3:37])([CH3:35])[CH2:33][NH:32][C:28]([C:26]1[NH:27][C:23]([C:8]2[CH:9]=[C:10]([O:12][C:13]3[CH:18]=[CH:17][C:16]([S:19]([CH3:22])(=[O:20])=[O:21])=[CH:15][CH:14]=3)[CH:11]=[C:6]([O:5][C@@H:4]([CH3:31])[CH2:3][O:2][CH3:1])[CH:7]=2)=[CH:24][CH:25]=1)=[O:30]. (7) Given the reactants [N+:1]([C:4]1[CH:9]=[CH:8][CH:7]=[CH:6][C:5]=1[S:10][S:10][C:5]1[CH:6]=[CH:7][CH:8]=[CH:9][C:4]=1[N+:1]([O-:3])=[O:2])([O-:3])=[O:2].C1(P(C2C=CC=CC=2)C2C=CC=CC=2)C=CC=CC=1.SCCO.O, predict the reaction product. The product is: [N+:1]([C:4]1[CH:9]=[CH:8][CH:7]=[CH:6][C:5]=1[SH:10])([O-:3])=[O:2]. (8) Given the reactants [O:1]=[S:2]1(=[O:27])[CH2:7][CH2:6][CH:5]([O:8][C:9]2[CH:14]=[C:13]([CH3:15])[C:12]([C:16]3[CH:21]=[CH:20][CH:19]=[C:18]([C:22](OC)=[O:23])[CH:17]=3)=[C:11]([CH3:26])[CH:10]=2)[CH2:4][CH2:3]1.[H-].[Al+3].[Li+].[H-].[H-].[H-].O.O.O.O.O.O.O.O.O.O.[O-]S([O-])(=O)=O.[Na+].[Na+], predict the reaction product. The product is: [O:1]=[S:2]1(=[O:27])[CH2:3][CH2:4][CH:5]([O:8][C:9]2[CH:14]=[C:13]([CH3:15])[C:12]([C:16]3[CH:21]=[CH:20][CH:19]=[C:18]([CH2:22][OH:23])[CH:17]=3)=[C:11]([CH3:26])[CH:10]=2)[CH2:6][CH2:7]1.